From a dataset of Forward reaction prediction with 1.9M reactions from USPTO patents (1976-2016). Predict the product of the given reaction. Given the reactants [CH:1]1([NH2:7])[CH2:6][CH2:5][CH2:4]CC1.[Br:8][C:9]1[CH:10]=[C:11]([S:16]([NH2:19])(=[O:18])=[O:17])[CH:12]=[CH:13][C:14]=1F, predict the reaction product. The product is: [Br:8][C:9]1[CH:10]=[C:11]([S:16]([NH2:19])(=[O:18])=[O:17])[CH:12]=[CH:13][C:14]=1[NH:7][CH2:1][CH:6]1[CH2:4][CH2:5]1.